This data is from NCI-60 drug combinations with 297,098 pairs across 59 cell lines. The task is: Regression. Given two drug SMILES strings and cell line genomic features, predict the synergy score measuring deviation from expected non-interaction effect. (1) Drug 1: CC1OCC2C(O1)C(C(C(O2)OC3C4COC(=O)C4C(C5=CC6=C(C=C35)OCO6)C7=CC(=C(C(=C7)OC)O)OC)O)O. Drug 2: C1=CC(=CC=C1C#N)C(C2=CC=C(C=C2)C#N)N3C=NC=N3. Cell line: OVCAR3. Synergy scores: CSS=31.8, Synergy_ZIP=-5.67, Synergy_Bliss=-0.551, Synergy_Loewe=-8.83, Synergy_HSA=-0.140. (2) Drug 1: C1=CC(=CC=C1CCCC(=O)O)N(CCCl)CCCl. Drug 2: CCCS(=O)(=O)NC1=C(C(=C(C=C1)F)C(=O)C2=CNC3=C2C=C(C=N3)C4=CC=C(C=C4)Cl)F. Cell line: SW-620. Synergy scores: CSS=6.95, Synergy_ZIP=4.70, Synergy_Bliss=1.55, Synergy_Loewe=-16.2, Synergy_HSA=-13.1. (3) Drug 1: CC12CCC(CC1=CCC3C2CCC4(C3CC=C4C5=CN=CC=C5)C)O. Drug 2: C1=NC2=C(N1)C(=S)N=CN2. Cell line: OVCAR-5. Synergy scores: CSS=7.93, Synergy_ZIP=-8.32, Synergy_Bliss=-10.5, Synergy_Loewe=-18.4, Synergy_HSA=-10.2. (4) Drug 1: C#CCC(CC1=CN=C2C(=N1)C(=NC(=N2)N)N)C3=CC=C(C=C3)C(=O)NC(CCC(=O)O)C(=O)O. Drug 2: CC1C(C(CC(O1)OC2CC(CC3=C2C(=C4C(=C3O)C(=O)C5=C(C4=O)C(=CC=C5)OC)O)(C(=O)CO)O)N)O.Cl. Cell line: SN12C. Synergy scores: CSS=46.1, Synergy_ZIP=-4.88, Synergy_Bliss=-2.83, Synergy_Loewe=-0.211, Synergy_HSA=0.389. (5) Drug 1: CCN(CC)CCCC(C)NC1=C2C=C(C=CC2=NC3=C1C=CC(=C3)Cl)OC. Drug 2: CC(C)NC(=O)C1=CC=C(C=C1)CNNC.Cl. Cell line: NCI-H460. Synergy scores: CSS=0.884, Synergy_ZIP=7.30, Synergy_Bliss=11.8, Synergy_Loewe=12.2, Synergy_HSA=8.23. (6) Drug 1: CC1=C(C(=O)C2=C(C1=O)N3CC4C(C3(C2COC(=O)N)OC)N4)N. Drug 2: C(CCl)NC(=O)N(CCCl)N=O. Cell line: MCF7. Synergy scores: CSS=17.6, Synergy_ZIP=-6.32, Synergy_Bliss=-5.78, Synergy_Loewe=-38.1, Synergy_HSA=-6.33. (7) Drug 1: C1C(C(OC1N2C=NC3=C(N=C(N=C32)Cl)N)CO)O. Drug 2: C1=NC2=C(N1)C(=S)N=CN2. Cell line: A498. Synergy scores: CSS=8.48, Synergy_ZIP=-6.16, Synergy_Bliss=-0.502, Synergy_Loewe=-0.351, Synergy_HSA=0.348.